Dataset: Forward reaction prediction with 1.9M reactions from USPTO patents (1976-2016). Task: Predict the product of the given reaction. (1) Given the reactants [C:1]([O:5][C:6]([N:8]([C:13]1[CH:26]=[CH:25][C:16]2[N:17]([CH2:21][C:22]([OH:24])=[O:23])[C:18](=[O:20])[O:19][C:15]=2[CH:14]=1)[S:9]([CH3:12])(=[O:11])=[O:10])=[O:7])([CH3:4])([CH3:3])[CH3:2].[Cl:27][C:28]1[CH:29]=[N+:30]([O-:53])[CH:31]=[C:32]([Cl:52])[C:33]=1[CH2:34][C@@H:35]([C:37]1[CH:42]=[CH:41][C:40]([O:43][CH:44]([F:46])[F:45])=[C:39]([O:47][CH2:48][CH:49]2[CH2:51][CH2:50]2)[CH:38]=1)O.C(Cl)CCl, predict the reaction product. The product is: [C:1]([O:5][C:6]([N:8]([C:13]1[CH:26]=[CH:25][C:16]2[N:17]([CH2:21][C:22]([O:24][C@H:35]([C:37]3[CH:42]=[CH:41][C:40]([O:43][CH:44]([F:45])[F:46])=[C:39]([O:47][CH2:48][CH:49]4[CH2:50][CH2:51]4)[CH:38]=3)[CH2:34][C:33]3[C:32]([Cl:52])=[CH:31][N+:30]([O-:53])=[CH:29][C:28]=3[Cl:27])=[O:23])[C:18](=[O:20])[O:19][C:15]=2[CH:14]=1)[S:9]([CH3:12])(=[O:10])=[O:11])=[O:7])([CH3:4])([CH3:2])[CH3:3]. (2) The product is: [C:15]([NH:18][C:19]1[NH:20][CH:21]=[C:22]([C:27]2[CH:28]=[N:29][C:30]([NH:33][C:13]([NH:12][C:3]3[CH:4]=[C:5]([C:8]([F:11])([F:10])[F:9])[CH:6]=[CH:7][C:2]=3[F:1])=[O:14])=[CH:31][CH:32]=2)[C:23]=1[C:24]([NH2:26])=[O:25])(=[O:17])[CH3:16]. Given the reactants [F:1][C:2]1[CH:7]=[CH:6][C:5]([C:8]([F:11])([F:10])[F:9])=[CH:4][C:3]=1[N:12]=[C:13]=[O:14].[C:15]([NH:18][C:19]1[NH:20][CH:21]=[C:22]([C:27]2[CH:28]=[N:29][C:30]([NH2:33])=[CH:31][CH:32]=2)[C:23]=1[C:24]([NH2:26])=[O:25])(=[O:17])[CH3:16].C(N(CC)CC)C, predict the reaction product. (3) Given the reactants [F:1][C:2]1[CH:7]=[CH:6][CH:5]=[CH:4][C:3]=1[N:8]1[C:12]([C:13]2[CH:18]=[CH:17][N:16]=[CH:15][CH:14]=2)=[C:11]([C:19](OCC)=[O:20])[N:10]=[N:9]1.O[N:25]=[C:26]([NH2:37])[C:27]1[CH:32]=[CH:31][C:30]([C:33]([F:36])([F:35])[F:34])=[CH:29][CH:28]=1, predict the reaction product. The product is: [F:1][C:2]1[CH:7]=[CH:6][CH:5]=[CH:4][C:3]=1[N:8]1[C:12]([C:13]2[CH:18]=[CH:17][N:16]=[CH:15][CH:14]=2)=[C:11]([C:19]2[O:20][N:37]=[C:26]([C:27]3[CH:28]=[CH:29][C:30]([C:33]([F:34])([F:35])[F:36])=[CH:31][CH:32]=3)[N:25]=2)[N:10]=[N:9]1. (4) Given the reactants [CH2:1]([N:8]([CH2:21][C:22]1[CH:27]=[CH:26][CH:25]=[CH:24][CH:23]=1)[C:9]1[CH:10]=[C:11]2[C:16](=[CH:17][C:18]=1[F:19])[C:15]([NH2:20])=[N:14][CH:13]=[CH:12]2)[C:2]1[CH:7]=[CH:6][CH:5]=[CH:4][CH:3]=1.[C:28](O[C:28]([O:30][C:31]([CH3:34])([CH3:33])[CH3:32])=[O:29])([O:30][C:31]([CH3:34])([CH3:33])[CH3:32])=[O:29], predict the reaction product. The product is: [CH2:21]([N:8]([CH2:1][C:2]1[CH:3]=[CH:4][CH:5]=[CH:6][CH:7]=1)[C:9]1[CH:10]=[C:11]2[C:16](=[CH:17][C:18]=1[F:19])[C:15]([N:20]([C:28]([O:30][C:31]([CH3:34])([CH3:33])[CH3:32])=[O:29])[C:28]([O:30][C:31]([CH3:34])([CH3:33])[CH3:32])=[O:29])=[N:14][CH:13]=[CH:12]2)[C:22]1[CH:27]=[CH:26][CH:25]=[CH:24][CH:23]=1. (5) Given the reactants [H-].[H-].[H-].[H-].[Li+].[Al+3].[CH:7]1[C:12]2[S:13][C:14]3[C:18]4[CH:19]=[CH:20][C:21]([C:23]([O-:25])=[O:24])=[CH:22][C:17]=4[S:16][C:15]=3[C:11]=2[CH:10]=[CH:9][C:8]=1[C:26]([O-:28])=[O:27], predict the reaction product. The product is: [OH:28][CH:26]([OH:27])[C:8]1[CH:9]=[CH:10][C:11]2[C:15]3[S:16][C:17]4[CH:22]=[C:21]([CH:23]([OH:24])[OH:25])[CH:20]=[CH:19][C:18]=4[C:14]=3[S:13][C:12]=2[CH:7]=1. (6) Given the reactants Cl.[Cl:2][C:3]1[CH:28]=[CH:27][C:6]2[N:7]3[C:11]([CH2:12][NH:13][CH2:14][C:5]=2[CH:4]=1)=[N:10][N:9]=[C:8]3[C@H:15]1[CH2:20][CH2:19][C@H:18]([C:21]2[CH:26]=[CH:25][CH:24]=[CH:23][CH:22]=2)[CH2:17][CH2:16]1.C(=O)([O-])[O-].[K+].[K+].Br.Br[CH2:37][C:38]1[CH:43]=[CH:42][CH:41]=[CH:40][N:39]=1, predict the reaction product. The product is: [Cl:2][C:3]1[CH:28]=[CH:27][C:6]2[N:7]3[C:11]([CH2:12][N:13]([CH2:37][C:38]4[CH:43]=[CH:42][CH:41]=[CH:40][N:39]=4)[CH2:14][C:5]=2[CH:4]=1)=[N:10][N:9]=[C:8]3[C@H:15]1[CH2:20][CH2:19][C@H:18]([C:21]2[CH:22]=[CH:23][CH:24]=[CH:25][CH:26]=2)[CH2:17][CH2:16]1. (7) Given the reactants Cl.[NH2:2][CH2:3][C:4]([C:6]1[CH:11]=[CH:10][CH:9]=[C:8]([Cl:12])[C:7]=1[Cl:13])=[O:5].[BH4-].[Na+].Cl, predict the reaction product. The product is: [NH2:2][CH2:3][CH:4]([C:6]1[CH:11]=[CH:10][CH:9]=[C:8]([Cl:12])[C:7]=1[Cl:13])[OH:5]. (8) Given the reactants C([O:4][C:5]1[CH:13]=[C:12]2[C:8]([C:9](=[O:21])[N:10]([C:14]3[CH:19]=[CH:18][C:17]([Cl:20])=[CH:16][CH:15]=3)[CH2:11]2)=[CH:7][C:6]=1[O:22][C:23](=[O:25])[CH3:24])(=O)C.N1CCOCC1, predict the reaction product. The product is: [Cl:20][C:17]1[CH:16]=[CH:15][C:14]([N:10]2[C:9](=[O:21])[C:8]3[C:12](=[CH:13][C:5]([OH:4])=[C:6]([O:22][C:23](=[O:25])[CH3:24])[CH:7]=3)[CH2:11]2)=[CH:19][CH:18]=1.